Predict which catalyst facilitates the given reaction. From a dataset of Catalyst prediction with 721,799 reactions and 888 catalyst types from USPTO. (1) Reactant: [CH3:1][O:2][C:3]1[C:4]([C:9](OC)=[O:10])=[N:5][CH:6]=[CH:7][N:8]=1.[Cl-].[Cl-].[Ca+2].[BH4-].[Na+].O. Product: [CH3:1][O:2][C:3]1[C:4]([CH2:9][OH:10])=[N:5][CH:6]=[CH:7][N:8]=1. The catalyst class is: 8. (2) Reactant: CN1CCOCC1.CN(C(ON1N=NC2C=CC=CC1=2)=[N+](C)C)C.[B-](F)(F)(F)F.[CH2:30]([C:32]([S:46][CH2:47][CH2:48][CH2:49][CH2:50]/[CH:51]=[CH:52]\[CH2:53]/[CH:54]=[CH:55]\[CH2:56]/[CH:57]=[CH:58]\[CH2:59]/[CH:60]=[CH:61]\[CH2:62]/[CH:63]=[CH:64]\[CH2:65][CH3:66])([CH2:44][CH3:45])[C:33]([NH:35][C@@H:36]([CH2:40][CH:41]([CH3:43])[CH3:42])[C:37]([OH:39])=O)=[O:34])[CH3:31].[CH3:67][O:68][C:69](=[O:78])[C:70]1[C:71](=[CH:73][CH:74]=[C:75]([NH2:77])[CH:76]=1)[OH:72]. Product: [CH2:44]([C:32]([S:46][CH2:47][CH2:48][CH2:49][CH2:50]/[CH:51]=[CH:52]\[CH2:53]/[CH:54]=[CH:55]\[CH2:56]/[CH:57]=[CH:58]\[CH2:59]/[CH:60]=[CH:61]\[CH2:62]/[CH:63]=[CH:64]\[CH2:65][CH3:66])([CH2:30][CH3:31])[C:33]([NH:35][C@@H:36]([CH2:40][CH:41]([CH3:43])[CH3:42])[C:37]([NH:77][C:75]1[CH:74]=[CH:73][C:71]([OH:72])=[C:70]([CH:76]=1)[C:69]([O:68][CH3:67])=[O:78])=[O:39])=[O:34])[CH3:45]. The catalyst class is: 2.